This data is from Reaction yield outcomes from USPTO patents with 853,638 reactions. The task is: Predict the reaction yield, written as a fraction of the theoretical maximum amount of product (1.0 means a 100% yield; for example, 0.34 means a 34% yield). (1) The reactants are BrCCBr.[O:5]1[CH2:10][CH2:9][CH2:8][CH2:7][C:6]1=[O:11].Br[C:13]([F:20])([F:19])[C:14]([O:16][CH2:17][CH3:18])=[O:15]. The catalyst is C1COCC1.CCOCC.[Zn].[Cl-].[Cl-].[CH-]1C=CC=C1.[CH-]1C=CC=C1.[Ti+2]. The product is [F:19][C:13]([F:20])([C:6]1([OH:11])[CH2:7][CH2:8][CH2:9][CH2:10][O:5]1)[C:14]([O:16][CH2:17][CH3:18])=[O:15]. The yield is 0.325. (2) The reactants are [Br:1][C:2]1[CH:3]=[CH:4][C:5](=[O:8])[NH:6][CH:7]=1.[C:9](=O)([O-])[O-].[K+].[K+].C(O[CH2:19][CH3:20])(=O)C. The catalyst is CS(C)=O. The product is [Br:1][C:2]1[CH:3]=[CH:4][C:5]([O:8][CH:19]([CH3:20])[CH3:9])=[N:6][CH:7]=1. The yield is 0.760. (3) The yield is 0.460. The catalyst is CN(C)C=O. The product is [CH2:34]([N:36]([CH2:37][CH3:38])[CH2:17][CH:15]([OH:16])[CH2:14][O:13][C:12]1[CH:11]=[C:10]2[C:5]([C:6]([O:18][C:19]3[CH:24]=[CH:23][C:22]([CH3:25])=[CH:21][C:20]=3[C:26]([C:28]3[CH:29]=[CH:30][CH:31]=[CH:32][CH:33]=3)=[O:27])=[CH:7][CH:8]=[N:9]2)=[CH:4][C:3]=1[O:2][CH3:1])[CH3:35]. The reactants are [CH3:1][O:2][C:3]1[CH:4]=[C:5]2[C:10](=[CH:11][C:12]=1[O:13][CH2:14][CH:15]1[CH2:17][O:16]1)[N:9]=[CH:8][CH:7]=[C:6]2[O:18][C:19]1[CH:24]=[CH:23][C:22]([CH3:25])=[CH:21][C:20]=1[C:26]([C:28]1[CH:33]=[CH:32][CH:31]=[CH:30][CH:29]=1)=[O:27].[CH2:34]([NH:36][CH2:37][CH3:38])[CH3:35].O. (4) The reactants are CN(C)C=O.CS([O:10][CH2:11][CH2:12][C:13]([CH3:17])=[C:14]([F:16])[F:15])(=O)=O.[CH3:18][C:19]1[N:20]=[C:21]([C:27]2[CH:32]=[CH:31][CH:30]=[CH:29][CH:28]=2)[S:22][C:23]=1[C:24](O)=[O:25].C(=O)([O-])O.[Na+]. The catalyst is O. The product is [CH3:18][C:19]1[N:20]=[C:21]([C:27]2[CH:32]=[CH:31][CH:30]=[CH:29][CH:28]=2)[S:22][C:23]=1[C:24]([O:10][CH2:11][CH2:12][C:13]([CH3:17])=[C:14]([F:15])[F:16])=[O:25]. The yield is 0.940. (5) The reactants are [N+:1]([C:4]1[CH:9]=[CH:8][C:7]([C:10]2[CH:15]=[CH:14][N:13]=[C:12]([C:16]3[CH:21]=[CH:20][C:19]([C:22]([F:25])([F:24])[F:23])=[CH:18][CH:17]=3)[N:11]=2)=[CH:6][CH:5]=1)([O-])=O.[N+](C1C=CC=CC=1)([O-])=O.[H][H]. The catalyst is CCO.CCOC(C)=O.[Pd]. The product is [F:25][C:22]([F:23])([F:24])[C:19]1[CH:18]=[CH:17][C:16]([C:12]2[N:11]=[C:10]([C:7]3[CH:8]=[CH:9][C:4]([NH2:1])=[CH:5][CH:6]=3)[CH:15]=[CH:14][N:13]=2)=[CH:21][CH:20]=1. The yield is 0.820. (6) The reactants are [I:1][C:2]1[CH:3]=[C:4]([CH2:18][C:19]([O:21]C)=[O:20])[CH:5]=[C:6]([I:17])[C:7]=1[O:8][C:9]1[CH:14]=[CH:13][C:12]([O:15][CH3:16])=[CH:11][CH:10]=1.[Li+].[OH-].C(O)(=O)C(O)=O. The catalyst is C1COCC1. The product is [I:1][C:2]1[CH:3]=[C:4]([CH2:18][C:19]([OH:21])=[O:20])[CH:5]=[C:6]([I:17])[C:7]=1[O:8][C:9]1[CH:10]=[CH:11][C:12]([O:15][CH3:16])=[CH:13][CH:14]=1. The yield is 0.970. (7) The reactants are O.[PH2:2]([O-:4])=[O:3].[Na+].[CH2:6]=[CH:7][CH2:8][CH2:9][CH2:10][CH3:11].OO. The catalyst is C(O)C.S(=O)(=O)(O)O. The product is [CH2:6]([PH:2](=[O:4])[OH:3])[CH2:7][CH2:8][CH2:9][CH2:10][CH3:11]. The yield is 0.824.